From a dataset of Peptide-MHC class II binding affinity with 134,281 pairs from IEDB. Regression. Given a peptide amino acid sequence and an MHC pseudo amino acid sequence, predict their binding affinity value. This is MHC class II binding data. (1) The binding affinity (normalized) is 0.294. The peptide sequence is VCGVSAARLTPCGTG. The MHC is DRB1_0701 with pseudo-sequence DRB1_0701. (2) The peptide sequence is MGVSDVPRDLEVVAA. The MHC is HLA-DPA10201-DPB11401 with pseudo-sequence HLA-DPA10201-DPB11401. The binding affinity (normalized) is 0.0659. (3) The peptide sequence is SNNGIKQQGIRYANP. The MHC is DRB1_0901 with pseudo-sequence DRB1_0901. The binding affinity (normalized) is 0.239. (4) The peptide sequence is KSLAGPISQHNHRPG. The MHC is DRB3_0101 with pseudo-sequence DRB3_0101. The binding affinity (normalized) is 0.0900. (5) The binding affinity (normalized) is 0.357. The peptide sequence is NRASLMQLISTNVFG. The MHC is HLA-DQA10101-DQB10501 with pseudo-sequence HLA-DQA10101-DQB10501. (6) The peptide sequence is APQINFFYYLGEPIV. The MHC is DRB1_1001 with pseudo-sequence DRB1_1001. The binding affinity (normalized) is 0.396. (7) The peptide sequence is INEPTAAVIAYGLDR. The MHC is HLA-DQA10102-DQB10602 with pseudo-sequence HLA-DQA10102-DQB10602. The binding affinity (normalized) is 0.772. (8) The peptide sequence is DPKFPGGGQIVGGVY. The MHC is HLA-DQA10501-DQB10301 with pseudo-sequence HLA-DQA10501-DQB10301. The binding affinity (normalized) is 0.737. (9) The peptide sequence is GIVVAWKVRLLPVPP. The MHC is HLA-DQA10104-DQB10503 with pseudo-sequence HLA-DQA10104-DQB10503. The binding affinity (normalized) is 0.295.